Dataset: Full USPTO retrosynthesis dataset with 1.9M reactions from patents (1976-2016). Task: Predict the reactants needed to synthesize the given product. (1) Given the product [C:34]([O:38][C:39]([CH:41]1[CH2:46][CH2:45][N:44]([C:54]2[C:49]([C:47]#[N:48])=[CH:50][C:51]([C:64]([O:66][CH2:67][CH3:68])=[O:65])=[C:52]([CH2:56][N:57]3[CH2:62][CH2:61][CH2:60][CH2:59][C:58]3=[O:63])[N:53]=2)[CH2:43][CH2:42]1)=[O:40])([CH3:37])([CH3:35])[CH3:36], predict the reactants needed to synthesize it. The reactants are: CCN(C(C)C)C(C)C.F[P-](F)(F)(F)(F)F.Br[P+](N1CCCC1)(N1CCCC1)N1CCCC1.[C:34]([O:38][C:39]([CH:41]1[CH2:46][CH2:45][NH:44][CH2:43][CH2:42]1)=[O:40])([CH3:37])([CH3:36])[CH3:35].[C:47]([CH:49]1[C:54](=O)[N:53]=[C:52]([CH2:56][N:57]2[CH2:62][CH2:61][CH2:60][CH2:59][C:58]2=[O:63])[C:51]([C:64]([O:66][CH2:67][CH3:68])=[O:65])=[CH:50]1)#[N:48].C([O-])(O)=O.[Na+]. (2) Given the product [CH:14]1([NH:13][C:11]([C:3]2[N:4]=[C:5]3[CH:10]=[CH:9][CH:8]=[N:7][N:6]3[C:2]=2[C:25]2[CH:26]=[CH:27][C:28]3[N:29]([N:31]=[CH:32][N:33]=3)[CH:30]=2)=[O:12])[CH2:16][CH2:15]1, predict the reactants needed to synthesize it. The reactants are: Br[C:2]1[N:6]2[N:7]=[CH:8][CH:9]=[CH:10][C:5]2=[N:4][C:3]=1[C:11]([NH:13][CH:14]1[CH2:16][CH2:15]1)=[O:12].CC1(C)C(C)(C)OB([C:25]2[CH:26]=[CH:27][C:28]3[N:29]([N:31]=[CH:32][N:33]=3)[CH:30]=2)O1.C(=O)([O-])[O-].[Na+].[Na+]. (3) The reactants are: C1(P(C2CCCCC2)C2C=CC=CC=2C2C(C(C)C)=CC(C(C)C)=CC=2C(C)C)CCCCC1.Br[C:36]1[CH:41]=[CH:40][C:39]([C:42]2[C:47]([F:48])=[CH:46][CH:45]=[CH:44][C:43]=2[F:49])=[CH:38][CH:37]=1.[Si:50]([O:57][C@H:58]([CH3:61])[CH2:59][NH2:60])([C:53]([CH3:56])([CH3:55])[CH3:54])([CH3:52])[CH3:51].C(=O)([O-])[O-].[Cs+].[Cs+]. Given the product [Si:50]([O:57][C@H:58]([CH3:61])[CH2:59][NH:60][C:36]1[CH:41]=[CH:40][C:39]([C:42]2[C:47]([F:48])=[CH:46][CH:45]=[CH:44][C:43]=2[F:49])=[CH:38][CH:37]=1)([C:53]([CH3:56])([CH3:55])[CH3:54])([CH3:52])[CH3:51], predict the reactants needed to synthesize it.